This data is from NCI-60 drug combinations with 297,098 pairs across 59 cell lines. The task is: Regression. Given two drug SMILES strings and cell line genomic features, predict the synergy score measuring deviation from expected non-interaction effect. (1) Drug 1: CC1=C2C(C(=O)C3(C(CC4C(C3C(C(C2(C)C)(CC1OC(=O)C(C(C5=CC=CC=C5)NC(=O)OC(C)(C)C)O)O)OC(=O)C6=CC=CC=C6)(CO4)OC(=O)C)O)C)O. Synergy scores: CSS=52.4, Synergy_ZIP=26.3, Synergy_Bliss=30.6, Synergy_Loewe=22.7, Synergy_HSA=24.7. Drug 2: CC12CCC3C(C1CCC2OP(=O)(O)O)CCC4=C3C=CC(=C4)OC(=O)N(CCCl)CCCl.[Na+]. Cell line: T-47D. (2) Drug 1: CN(CCCl)CCCl.Cl. Drug 2: COCCOC1=C(C=C2C(=C1)C(=NC=N2)NC3=CC=CC(=C3)C#C)OCCOC.Cl. Cell line: SF-295. Synergy scores: CSS=18.5, Synergy_ZIP=-5.83, Synergy_Bliss=-2.66, Synergy_Loewe=-7.59, Synergy_HSA=-7.54. (3) Drug 1: CC(C)(C#N)C1=CC(=CC(=C1)CN2C=NC=N2)C(C)(C)C#N. Drug 2: C1CCC(C(C1)N)N.C(=O)(C(=O)[O-])[O-].[Pt+4]. Cell line: HCT116. Synergy scores: CSS=58.9, Synergy_ZIP=4.40, Synergy_Bliss=5.61, Synergy_Loewe=7.45, Synergy_HSA=6.99. (4) Drug 1: CCN(CC)CCCC(C)NC1=C2C=C(C=CC2=NC3=C1C=CC(=C3)Cl)OC. Drug 2: N.N.Cl[Pt+2]Cl. Cell line: HCC-2998. Synergy scores: CSS=56.3, Synergy_ZIP=-0.272, Synergy_Bliss=-2.28, Synergy_Loewe=7.51, Synergy_HSA=6.73. (5) Drug 2: C1C(C(OC1N2C=C(C(=O)NC2=O)F)CO)O. Synergy scores: CSS=72.3, Synergy_ZIP=-3.42, Synergy_Bliss=-4.04, Synergy_Loewe=-1.30, Synergy_HSA=0.700. Cell line: CCRF-CEM. Drug 1: CC1OCC2C(O1)C(C(C(O2)OC3C4COC(=O)C4C(C5=CC6=C(C=C35)OCO6)C7=CC(=C(C(=C7)OC)O)OC)O)O. (6) Drug 1: CCC1=CC2CC(C3=C(CN(C2)C1)C4=CC=CC=C4N3)(C5=C(C=C6C(=C5)C78CCN9C7C(C=CC9)(C(C(C8N6C)(C(=O)OC)O)OC(=O)C)CC)OC)C(=O)OC.C(C(C(=O)O)O)(C(=O)O)O. Drug 2: C1C(C(OC1N2C=C(C(=O)NC2=O)F)CO)O. Cell line: SK-MEL-2. Synergy scores: CSS=60.2, Synergy_ZIP=5.78, Synergy_Bliss=5.35, Synergy_Loewe=-2.18, Synergy_HSA=5.62. (7) Drug 1: CCC1=CC2CC(C3=C(CN(C2)C1)C4=CC=CC=C4N3)(C5=C(C=C6C(=C5)C78CCN9C7C(C=CC9)(C(C(C8N6C)(C(=O)OC)O)OC(=O)C)CC)OC)C(=O)OC.C(C(C(=O)O)O)(C(=O)O)O. Drug 2: C1=CN(C(=O)N=C1N)C2C(C(C(O2)CO)O)O.Cl. Cell line: SN12C. Synergy scores: CSS=39.9, Synergy_ZIP=-6.35, Synergy_Bliss=-5.03, Synergy_Loewe=-3.06, Synergy_HSA=-1.18.